Regression/Classification. Given a drug SMILES string, predict its absorption, distribution, metabolism, or excretion properties. Task type varies by dataset: regression for continuous measurements (e.g., permeability, clearance, half-life) or binary classification for categorical outcomes (e.g., BBB penetration, CYP inhibition). Dataset: cyp2c9_veith. From a dataset of CYP2C9 inhibition data for predicting drug metabolism from PubChem BioAssay. (1) The compound is COc1ccc(NC(=O)N2CCCC3(CCN(C(=O)c4ccco4)CC3)C2)cc1. The result is 0 (non-inhibitor). (2) The drug is CC(=O)Nc1c(C)cc(OCC(=O)O)cc1C. The result is 0 (non-inhibitor). (3) The drug is CCOC(=O)C1=C(C)NC2=C(C(=O)C(C(=O)OCC)C(c3ccc(OC)cc3)C2)C1c1ccccn1. The result is 1 (inhibitor). (4) The drug is O=C(c1cccc(F)c1)N1CCC2(CC1)CCN(c1cccc(-c3ccccc3)c1)CC2. The result is 0 (non-inhibitor). (5) The result is 0 (non-inhibitor). The drug is COc1ccc(CCC(C)NC2C3CC4CC(C3)CC2C4)cc1. (6) The molecule is Cc1ccc(/C=N/n2c(COc3ccccc3)n[nH]c2=S)s1. The result is 1 (inhibitor). (7) The drug is N#CC1=C(N)Oc2cc(Nc3ccccc3)ccc2C1c1ccncc1. The result is 1 (inhibitor). (8) The molecule is O=C(O)CC/C=C\C[C@@H]1CO[C@H](c2ccccc2Cl)O[C@@H]1c1ccccc1O. The result is 0 (non-inhibitor).